From a dataset of Full USPTO retrosynthesis dataset with 1.9M reactions from patents (1976-2016). Predict the reactants needed to synthesize the given product. (1) Given the product [I:1][C:2]1[CH:3]=[CH:4][C:5]([NH:8][C:9]([NH:19][CH2:18][C:17]2[CH:20]=[CH:21][CH:22]=[CH:23][C:16]=2[O:15][CH3:14])=[NH:11])=[N:6][CH:7]=1, predict the reactants needed to synthesize it. The reactants are: [I:1][C:2]1[CH:3]=[CH:4][C:5]([NH:8][C:9]([NH2:11])=S)=[N:6][CH:7]=1.CI.[CH3:14][O:15][C:16]1[CH:23]=[CH:22][CH:21]=[CH:20][C:17]=1[CH2:18][NH2:19]. (2) Given the product [OH:17][CH2:16][CH2:15][C:13]1[CH:12]=[CH:11][N:10]=[C:9]([NH:8][C:6](=[O:7])[O:5][C:1]([CH3:3])([CH3:2])[CH3:4])[CH:14]=1, predict the reactants needed to synthesize it. The reactants are: [C:1]([O:5][C:6]([NH:8][C:9]1[CH:14]=[C:13]([CH2:15][C:16](OCC)=[O:17])[CH:12]=[CH:11][N:10]=1)=[O:7])([CH3:4])([CH3:3])[CH3:2].CC(C[AlH]CC(C)C)C.